From a dataset of Catalyst prediction with 721,799 reactions and 888 catalyst types from USPTO. Predict which catalyst facilitates the given reaction. (1) Reactant: [Cl:1][C:2]1[N:7]=[CH:6][C:5]([NH2:8])=[C:4]([NH2:9])[CH:3]=1.[C:10](N1C=CN=C1)(N1C=CN=C1)=[S:11].C(N(CC)CC)C. Product: [Cl:1][C:2]1[N:7]=[CH:6][C:5]2[NH:8][C:10](=[S:11])[NH:9][C:4]=2[CH:3]=1. The catalyst class is: 3. (2) Reactant: Cl[C:2]1[CH:7]=[CH:6][CH:5]=[CH:4][C:3]=1[O:8][CH3:9].[CH2:10]([NH2:16])[CH2:11][CH2:12][CH2:13][CH2:14][CH3:15].CC(C)([O-])C.[Na+]. Product: [CH2:10]([NH:16][C:2]1[CH:7]=[CH:6][CH:5]=[CH:4][C:3]=1[O:8][CH3:9])[CH2:11][CH2:12][CH2:13][CH2:14][CH3:15]. The catalyst class is: 222. (3) Reactant: [CH3:1][C:2]1[CH:7]=[C:6]([C:8]2[N:12]=[C:11]([C:13]3[C:21]4[CH2:20][CH2:19][C:18]([CH3:23])([CH3:22])[CH2:17][C:16]=4[N:15]([CH3:24])[N:14]=3)[O:10][N:9]=2)[CH:5]=[C:4]([CH3:25])[C:3]=1[CH2:26][CH:27]([OH:30])[CH2:28]O.C1COCC1.CS(Cl)(=O)=O.[NH3:41].CO. The catalyst class is: 89. Product: [NH2:41][CH2:28][CH:27]([OH:30])[CH2:26][C:3]1[C:2]([CH3:1])=[CH:7][C:6]([C:8]2[N:12]=[C:11]([C:13]3[C:21]4[CH2:20][CH2:19][C:18]([CH3:23])([CH3:22])[CH2:17][C:16]=4[N:15]([CH3:24])[N:14]=3)[O:10][N:9]=2)=[CH:5][C:4]=1[CH3:25]. (4) Reactant: [CH3:1][C:2]1[S:10][C:9]2[CH2:8][CH2:7][NH:6][CH:5]([CH2:11][CH2:12][C:13]3[CH:18]=[CH:17][C:16]([C:19]([F:22])([F:21])[F:20])=[CH:15][CH:14]=3)[C:4]=2[CH:3]=1.Br[CH:24]([C:29]1[CH:34]=[CH:33][CH:32]=[CH:31][CH:30]=1)[C:25]([NH:27][CH3:28])=[O:26].C(N(C(C)C)C(C)C)C.[I-].[Na+]. Product: [CH3:28][NH:27][C:25](=[O:26])[CH:24]([N:6]1[CH2:7][CH2:8][C:9]2[S:10][C:2]([CH3:1])=[CH:3][C:4]=2[CH:5]1[CH2:11][CH2:12][C:13]1[CH:18]=[CH:17][C:16]([C:19]([F:22])([F:21])[F:20])=[CH:15][CH:14]=1)[C:29]1[CH:30]=[CH:31][CH:32]=[CH:33][CH:34]=1. The catalyst class is: 10. (5) Reactant: F[P-](F)(F)(F)(F)F.N1(OC(N(C)C)=[N+](C)C)C2N=CC=CC=2N=N1.Cl.[O:26]1[C:31]2([CH2:36][CH2:35][N:34]([C:37]([O:39][C:40]([CH3:43])([CH3:42])[CH3:41])=[O:38])[CH2:33][CH2:32]2)[CH2:30][NH:29][CH2:28][CH2:27]1.[S:44]1[C:48]2[CH:49]=[CH:50][CH:51]=[CH:52][C:47]=2[N:46]=[C:45]1[C:53](O)=[O:54].C(N(CC)CC)C. Product: [S:44]1[C:48]2[CH:49]=[CH:50][CH:51]=[CH:52][C:47]=2[N:46]=[C:45]1[C:53]([N:29]1[CH2:30][C:31]2([CH2:36][CH2:35][N:34]([C:37]([O:39][C:40]([CH3:43])([CH3:42])[CH3:41])=[O:38])[CH2:33][CH2:32]2)[O:26][CH2:27][CH2:28]1)=[O:54]. The catalyst class is: 3. (6) Reactant: [CH3:1][NH:2][C:3]([C@H:5]1[CH2:9][CH2:8][CH2:7][N:6]1C(OCC1C=CC=CC=1)=O)=[O:4].[H][H]. Product: [CH3:1][NH:2][C:3]([C@H:5]1[CH2:9][CH2:8][CH2:7][NH:6]1)=[O:4]. The catalyst class is: 19. (7) Reactant: [Cl:1][C:2]1[CH:7]=[CH:6][C:5]([N:8]=[C:9]=[O:10])=[C:4]([CH3:11])[CH:3]=1.[NH2:12][C:13]1[C:14]2[C:21]([C:22]([C:24]3[CH:25]=[N:26][CH:27]=[C:28]([NH2:30])[CH:29]=3)=[O:23])=[CH:20][N:19]([CH:31]([CH3:33])[CH3:32])[C:15]=2[N:16]=[CH:17][N:18]=1. Product: [NH2:12][C:13]1[C:14]2[C:21]([C:22]([C:24]3[CH:29]=[C:28]([NH:30][C:9]([NH:8][C:5]4[CH:6]=[CH:7][C:2]([Cl:1])=[CH:3][C:4]=4[CH3:11])=[O:10])[CH:27]=[N:26][CH:25]=3)=[O:23])=[CH:20][N:19]([CH:31]([CH3:33])[CH3:32])[C:15]=2[N:16]=[CH:17][N:18]=1. The catalyst class is: 17. (8) Reactant: [ClH:1].Cl.[NH2:3][CH2:4][CH2:5][C:6]1[N:10]=[CH:9][NH:8][CH:7]=1.[OH-].[Na+].[CH:13](=O)[CH2:14][CH2:15][CH3:16].Cl. Product: [ClH:1].[ClH:1].[CH2:14]([CH:13]1[C:7]2[N:8]=[CH:9][NH:10][C:6]=2[CH2:5][CH2:4][NH:3]1)[CH2:15][CH3:16]. The catalyst class is: 24. (9) Product: [Br:11][C:12]1[CH:13]=[C:14]([O:1][CH:2]2[CH2:7][CH2:6][N:5]([C:8](=[O:10])[CH3:9])[CH2:4][CH2:3]2)[CH:15]=[N:16][CH:17]=1. Reactant: [OH:1][CH:2]1[CH2:7][CH2:6][N:5]([C:8](=[O:10])[CH3:9])[CH2:4][CH2:3]1.[Br:11][C:12]1[CH:13]=[C:14](O)[CH:15]=[N:16][CH:17]=1.C1C=CC(P(C2C=CC=CC=2)C2C=CC=CC=2)=CC=1.N(C(OC(C)C)=O)=NC(OC(C)C)=O. The catalyst class is: 76. (10) Product: [C:1]([O:5][C:6](=[O:19])[N:7]([CH3:8])[C@H:9]1[CH2:14][CH2:13][C@H:12]([C:15]#[C:16][CH2:35][CH2:36][O:37][CH:38]2[CH2:43][CH2:42][CH2:41][CH2:40][O:39]2)[CH2:11][CH2:10]1)([CH3:4])([CH3:3])[CH3:2]. Reactant: [C:1]([O:5][C:6](=[O:19])[N:7]([C@H:9]1[CH2:14][CH2:13][C@H:12]([CH:15]=[C:16](Br)Br)[CH2:11][CH2:10]1)[CH3:8])([CH3:4])([CH3:3])[CH3:2].[Li]CCCC.CN1C(=O)N(C)CCC1.Br[CH2:35][CH2:36][O:37][CH:38]1[CH2:43][CH2:42][CH2:41][CH2:40][O:39]1.[NH4+].[Cl-]. The catalyst class is: 1.